This data is from Reaction yield outcomes from USPTO patents with 853,638 reactions. The task is: Predict the reaction yield, written as a fraction of the theoretical maximum amount of product (1.0 means a 100% yield; for example, 0.34 means a 34% yield). (1) The reactants are C([O:8][C:9]1[C:30]([O:31][CH3:32])=[CH:29][C:12]2[N:13]=[N:14][C:15]3[C:20]([C:11]=2[CH:10]=1)=[CH:19][CH:18]=[C:17]1[CH:21]=[C:22]([O:27][CH3:28])[C:23]([O:25][CH3:26])=[CH:24][C:16]=31)C1C=CC=CC=1. The catalyst is C(OCC)(=O)C.[Pd]. The product is [OH:8][C:9]1[C:30]([O:31][CH3:32])=[CH:29][C:12]2[N:13]=[N:14][C:15]3[C:20]([C:11]=2[CH:10]=1)=[CH:19][CH:18]=[C:17]1[CH:21]=[C:22]([O:27][CH3:28])[C:23]([O:25][CH3:26])=[CH:24][C:16]=31. The yield is 0.760. (2) The reactants are Br[C:2]1[S:6][C:5]([O:7][C:8]2[CH:13]=[CH:12][C:11]([OH:14])=[CH:10][CH:9]=2)=[N:4][CH:3]=1.[CH3:15][CH:16]([NH:19][C:20](=[O:22])[CH3:21])[C:17]#[CH:18].C(N(CC)CC)C. The catalyst is CC#N.Cl[Pd](Cl)([P](C1C=CC=CC=1)(C1C=CC=CC=1)C1C=CC=CC=1)[P](C1C=CC=CC=1)(C1C=CC=CC=1)C1C=CC=CC=1.[Cu]I. The product is [OH:14][C:11]1[CH:12]=[CH:13][C:8]([O:7][C:5]2[S:6][C:2]([C:18]#[C:17][CH:16]([NH:19][C:20](=[O:22])[CH3:21])[CH3:15])=[CH:3][N:4]=2)=[CH:9][CH:10]=1. The yield is 0.460.